From a dataset of Full USPTO retrosynthesis dataset with 1.9M reactions from patents (1976-2016). Predict the reactants needed to synthesize the given product. (1) Given the product [C:29]([O:28][C:27]([NH:26][C:16]1[CH:17]=[CH:18][C:19]([C:21]2[S:22][CH:23]=[CH:24][CH:25]=2)=[CH:20][C:15]=1[NH:14][C:2]([C:4]1[CH:13]=[CH:12][C:7]([C:8]([O:10][CH3:11])=[O:9])=[CH:6][CH:5]=1)=[O:3])=[O:33])([CH3:32])([CH3:30])[CH3:31], predict the reactants needed to synthesize it. The reactants are: Cl[C:2]([C:4]1[CH:13]=[CH:12][C:7]([C:8]([O:10][CH3:11])=[O:9])=[CH:6][CH:5]=1)=[O:3].[NH2:14][C:15]1[CH:20]=[C:19]([C:21]2[S:22][CH:23]=[CH:24][CH:25]=2)[CH:18]=[CH:17][C:16]=1[NH:26][C:27](=[O:33])[O:28][C:29]([CH3:32])([CH3:31])[CH3:30].C(Cl)(Cl)Cl. (2) Given the product [CH2:1]([O:8][CH2:9][CH2:10][O:11][CH2:14][CH2:13][C:12]([O:16][CH2:17][CH3:18])=[O:15])[C:2]1[CH:7]=[CH:6][CH:5]=[CH:4][CH:3]=1, predict the reactants needed to synthesize it. The reactants are: [CH2:1]([O:8][CH2:9][CH2:10][OH:11])[C:2]1[CH:7]=[CH:6][CH:5]=[CH:4][CH:3]=1.[C:12]([O:16][CH2:17][CH3:18])(=[O:15])[CH:13]=[CH2:14]. (3) Given the product [O:9]1[CH2:14][CH2:15][O:16][CH:8]1[C:7]1[CH:10]=[C:3]([O:2][CH3:1])[CH:4]=[CH:5][C:6]=1[N+:11]([O-:13])=[O:12], predict the reactants needed to synthesize it. The reactants are: [CH3:1][O:2][C:3]1[CH:4]=[CH:5][C:6]([N+:11]([O-:13])=[O:12])=[C:7]([CH:10]=1)[CH:8]=[O:9].[CH2:14](O)[CH2:15][OH:16].O.C1(C)C=CC(S(O)(=O)=O)=CC=1.